From a dataset of Peptide-MHC class I binding affinity with 185,985 pairs from IEDB/IMGT. Regression. Given a peptide amino acid sequence and an MHC pseudo amino acid sequence, predict their binding affinity value. This is MHC class I binding data. The peptide sequence is SIVAYTMSL. The MHC is HLA-A02:02 with pseudo-sequence HLA-A02:02. The binding affinity (normalized) is 0.821.